This data is from NCI-60 drug combinations with 297,098 pairs across 59 cell lines. The task is: Regression. Given two drug SMILES strings and cell line genomic features, predict the synergy score measuring deviation from expected non-interaction effect. (1) Drug 1: CC(CN1CC(=O)NC(=O)C1)N2CC(=O)NC(=O)C2. Drug 2: C1C(C(OC1N2C=NC3=C(N=C(N=C32)Cl)N)CO)O. Cell line: SW-620. Synergy scores: CSS=41.1, Synergy_ZIP=-4.49, Synergy_Bliss=1.41, Synergy_Loewe=2.48, Synergy_HSA=2.79. (2) Drug 1: CCC1=CC2CC(C3=C(CN(C2)C1)C4=CC=CC=C4N3)(C5=C(C=C6C(=C5)C78CCN9C7C(C=CC9)(C(C(C8N6C)(C(=O)OC)O)OC(=O)C)CC)OC)C(=O)OC.C(C(C(=O)O)O)(C(=O)O)O. Drug 2: CC1=C(C(=CC=C1)Cl)NC(=O)C2=CN=C(S2)NC3=CC(=NC(=N3)C)N4CCN(CC4)CCO. Cell line: K-562. Synergy scores: CSS=85.3, Synergy_ZIP=1.49, Synergy_Bliss=0.796, Synergy_Loewe=0.490, Synergy_HSA=3.38. (3) Drug 1: CCC1=C2CN3C(=CC4=C(C3=O)COC(=O)C4(CC)O)C2=NC5=C1C=C(C=C5)O. Drug 2: CC1=C(C(=CC=C1)Cl)NC(=O)C2=CN=C(S2)NC3=CC(=NC(=N3)C)N4CCN(CC4)CCO. Cell line: HOP-62. Synergy scores: CSS=38.0, Synergy_ZIP=-1.14, Synergy_Bliss=-2.43, Synergy_Loewe=-34.0, Synergy_HSA=-3.10. (4) Drug 1: CCCS(=O)(=O)NC1=C(C(=C(C=C1)F)C(=O)C2=CNC3=C2C=C(C=N3)C4=CC=C(C=C4)Cl)F. Drug 2: C1=CC(=C2C(=C1NCCNCCO)C(=O)C3=C(C=CC(=C3C2=O)O)O)NCCNCCO. Cell line: SK-OV-3. Synergy scores: CSS=55.0, Synergy_ZIP=5.15, Synergy_Bliss=5.87, Synergy_Loewe=-36.5, Synergy_HSA=5.46. (5) Drug 1: C#CCC(CC1=CN=C2C(=N1)C(=NC(=N2)N)N)C3=CC=C(C=C3)C(=O)NC(CCC(=O)O)C(=O)O. Drug 2: CC(C)CN1C=NC2=C1C3=CC=CC=C3N=C2N. Cell line: SN12C. Synergy scores: CSS=-4.28, Synergy_ZIP=-0.652, Synergy_Bliss=-3.81, Synergy_Loewe=-6.83, Synergy_HSA=-6.85. (6) Drug 1: C1CCN(CC1)CCOC2=CC=C(C=C2)C(=O)C3=C(SC4=C3C=CC(=C4)O)C5=CC=C(C=C5)O. Drug 2: C1=NC2=C(N=C(N=C2N1C3C(C(C(O3)CO)O)F)Cl)N. Cell line: HCT116. Synergy scores: CSS=28.5, Synergy_ZIP=1.93, Synergy_Bliss=1.74, Synergy_Loewe=-30.5, Synergy_HSA=-0.643. (7) Drug 1: CC1=C(C(=O)C2=C(C1=O)N3CC4C(C3(C2COC(=O)N)OC)N4)N. Drug 2: CC1C(C(CC(O1)OC2CC(CC3=C2C(=C4C(=C3O)C(=O)C5=CC=CC=C5C4=O)O)(C(=O)C)O)N)O. Cell line: NCIH23. Synergy scores: CSS=48.0, Synergy_ZIP=-1.36, Synergy_Bliss=2.85, Synergy_Loewe=-8.83, Synergy_HSA=5.48.